This data is from Catalyst prediction with 721,799 reactions and 888 catalyst types from USPTO. The task is: Predict which catalyst facilitates the given reaction. Reactant: [Cl:1][C:2]1[CH:7]=[CH:6][CH:5]=[C:4]([Cl:8])[C:3]=1[N:9]1[C:13](=[O:14])[NH:12][C:11]([C:15]2[CH:24]=[CH:23][C:18]([C:19]([O:21]C)=O)=[C:17]([O:25][CH3:26])[CH:16]=2)=[N:10]1.[F:27][C:28]([F:37])([F:36])[C:29]1[CH:30]=[C:31]([CH:33]=[CH:34][CH:35]=1)[NH2:32].C[Al](C)C. Product: [Cl:8][C:4]1[CH:5]=[CH:6][CH:7]=[C:2]([Cl:1])[C:3]=1[N:9]1[C:13](=[O:14])[NH:12][C:11]([C:15]2[CH:24]=[CH:23][C:18]([C:19]([NH:32][C:31]3[CH:33]=[CH:34][CH:35]=[C:29]([C:28]([F:27])([F:36])[F:37])[CH:30]=3)=[O:21])=[C:17]([O:25][CH3:26])[CH:16]=2)=[N:10]1. The catalyst class is: 11.